From a dataset of Drug-target binding data from BindingDB using Ki measurements. Regression. Given a target protein amino acid sequence and a drug SMILES string, predict the binding affinity score between them. We predict pKi (pKi = -log10(Ki in M); higher means stronger inhibition). Dataset: bindingdb_ki. (1) The compound is O=C(Oc1ccc2c3c(cccc13)C(=O)O2)c1ccco1. The target protein (P13100) has sequence MVNAEEQQYLNLVQYIINHGEDRPDRTGTGTLSVFAPSPLKFSLRNKTFPLLTTKRVFIRGVIEELLWFIRGETDSLKLREKNIHIWDANGSREYLDSIGLTKRQEGDLGPIYGFQWRHFGAEYIDCKTNYIGQGVDQLANIIQKIRTSPYDRRLILSAWNPADLEKMALPPCHMFCQFYVHIPSNNHRPELSCQLYQRSCDMGLGVPFNIASYALLTCMIAHVCDLDPGDFIHVMGDCHIYKDHIEALQQQLTRSPRPFPTLSLNRSITDIEDFTLDDFNIQNYHPYETIKMKMSI. The pKi is 4.8. (2) The target protein sequence is PQVTLWQRPLVTIKIGGQLKEALLDTGADDTVLEEMSLPGRWKPKMIGGVGGFIKVRQYDQILIEICGHKAIGTVLVGPTPVNIIGRNLLTQIGCTLNF. The pKi is 10.0. The drug is CCOC(=O)NCCCCC(C)(C)CN(C[C@@H](O)[C@H](Cc1ccccc1)NC(=O)O[C@H]1CO[C@H]2OCC[C@@H]12)S(=O)(=O)c1ccc2c(c1)OCO2. (3) The compound is Nc1nc2c(ncn2[C@@H]2O[C@H](COP(=O)([O-])OP(=O)(O)OCc3cn([C@@H]4O[C@H](CO)[C@H](O)[C@H](O)[C@H]4O)nn3)[C@@H](O)[C@H]2O)c(=O)[nH]1.[Na+]. The target protein (Q9Y231) has sequence MTSTSKGILRPFLIVCIILGCFMACLLIYIKPTNSWIFSPMESASSVLKMKNFFSTKTDYFNETTILVWVWPFGQTFDLTSCQAMFNIQGCHLTTDRSLYNKSHAVLIHHRDISWDLTNLPQQARPPFQKWIWMNLESPTHTPQKSGIEHLFNLTLTYRRDSDIQVPYGFLTVSTNPFVFEVPSKEKLVCWVVSNWNPEHARVKYYNELSKSIEIHTYGQAFGEYVNDKNLIPTISTCKFYLSFENSIHKDYITEKLYNAFLAGSVPVVLGPSRENYENYIPADSFIHVEDYNSPSELAKYLKEVDKNNKLYLSYFNWRKDFTVNLPRFWESHACLACDHVKRHQEYKSVGNLEKWFWN. The pKi is 3.7. (4) The compound is CC[C@H](C)[C@H](NC(=O)[C@H](Cc1ccc(O)cc1)NC(=O)[C@H](Cc1c[nH]cn1)NC(=O)[C@H](CCCN=C(N)N)NC(=O)[C@H](CC(C)C)NC(=O)[C@H](C)NC(=O)[C@H](CO)NC(=O)[C@H](Cc1ccc(O)cc1)NC(=O)[C@H](Cc1ccc(O)cc1)NC(=O)[C@H](CCCN=C(N)N)NC(=O)[C@H](C)NC(=O)[C@H](CCSC)NC(=O)[C@H](CC(=O)O)NC(=O)[C@H](CCC(=O)O)NC(=O)[C@H](C)NC(=O)[C@@H]1CCCN1C(=O)[C@H](C)NC(=O)[C@H](CC(=O)O)NC(=O)[C@H](CCC(=O)O)NC(=O)CNC(=O)[C@@H]1CCCN1C(=O)[C@H](CC(N)=O)NC(=O)[C@H](CC(=O)O)NC(=O)[C@@H]1CCCN1C(=O)[C@H](CCCCN)NC(=O)[C@H](CO)NC(=O)[C@@H]1CCCN1C(=O)[C@@H](N)Cc1ccc(O)cc1)C(=O)N[C@@H](CC(N)=O)C(=O)N[C@@H](CC(C)C)C(=O)N[C@H](C(=O)N[C@H](C(=O)N[C@@H](CCCN=C(N)N)C(=O)N[C@@H](CCC(N)=O)C(=O)N[C@@H](CCCN=C(N)N)C(=O)N[C@@H](Cc1ccc(O)cc1)C(N)=O)[C@@H](C)O)[C@@H](C)CC. The target protein sequence is MGPLGAEADENQTVEVKVELYGSGPTTPRGELPPDPEPELIDSTKLVEVQVVLILAYCSIILLGVVGNSLVIHVVIKFKSMRTVTNFFIANLAVADLLVNTLCLPFTLTYTLMGEWKMGPVLCHLVPYAQGLAVQVSTITLTVIALDRHRCIVYHLESKISKQISFLIIGLAWGVSALLASPLAIFREYSLIEIIPDFEIVACTEKWPGEEKSVYGTVYSLSTLLILYVLPLGIISFSYTRIWSKLKNHVSPGAASDHYHQRRHKTTKMLVCVVVVFAVSWLPLHAFQLAVDIDSHVLDLKEYKLIFTVFHIIAMCSTFANPLLYGWMNSNYRKAFLSAFRCEQRLDAIHSEVSMTFKAKKNLEVKKNNGLTDSFSEATNV. The pKi is 9.3. (5) The pKi is 6.0. The drug is Cn1cnc(S(=O)(=O)N2C[C@@H](C(=O)NCc3cccc(C(F)(F)F)c3)[C@H](c3ccc(F)cc3)C2)c1. The target protein (P26572) has sequence MLKKQSAGLVLWGAILFVAWNALLLLFFWTRPAPGRPPSVSALDGDPASLTREVIRLAQDAEVELERQRGLLQQIGDALSSQRGRVPTAAPPAQPRVPVTPAPAVIPILVIACDRSTVRRCLDKLLHYRPSAELFPIIVSQDCGHEETAQAIASYGSAVTHIRQPDLSSIAVPPDHRKFQGYYKIARHYRWALGQVFRQFRFPAAVVVEDDLEVAPDFFEYFRATYPLLKADPSLWCVSAWNDNGKEQMVDASRPELLYRTDFFPGLGWLLLAELWAELEPKWPKAFWDDWMRRPEQRQGRACIRPEISRTMTFGRKGVSHGQFFDQHLKFIKLNQQFVHFTQLDLSYLQREAYDRDFLARVYGAPQLQVEKVRTNDRKELGEVRVQYTGRDSFKAFAKALGVMDDLKSGVPRAGYRGIVTFQFRGRRVHLAPPLTWEGYDPSWN. (6) The drug is O=C(O)Cn1c(=O)c(=O)[nH]c2cc([N+](=O)[O-])c(-n3ccc(CN4CCN(CCc5ccccc5)CC4)c3)cc21. The target protein (Q16478) has sequence MPAELLLLLIVAFASPSCQVLSSLRMAAILDDQTVCGRGERLALALAREQINGIIEVPAKARVEVDIFELQRDSQYETTDTMCQILPKGVVSVLGPSSSPASASTVSHICGEKEIPHIKVGPEETPRLQYLRFASVSLYPSNEDVSLAVSRILKSFNYPSASLICAKAECLLRLEELVRGFLISKETLSVRMLDDSRDPTPLLKEIRDDKVSTIIIDANASISHLILRKASELGMTSAFYKYILTTMDFPILHLDGIVEDSSNILGFSMFNTSHPFYPEFVRSLNMSWRENCEASTYLGPALSAALMFDAVHVVVSAVRELNRSQEIGVKPLACTSANIWPHGTSLMNYLRMVEYDGLTGRVEFNSKGQRTNYTLRILEKSRQGHREIGVWYSNRTLAMNATTLDINLSQTLANKTLVVTTILENPYVMRRPNFQALSGNERFEGFCVDMLRELAELLRFRYRLRLVEDGLYGAPEPNGSWTGMVGELINRKADLAVAAF.... The pKi is 4.6. (7) The compound is O=C(c1ccccc1)c1ccc2n1CCC2C(=O)O. The target protein (P02692) has sequence MNFSGKYQVQSQENFEPFMKAMGLPEDLIQKGKDIKGVSEIVHEGKKVKLTITYGSKVIHNEFTLGEECELETMTGEKVKAVVKMEGDNKMVTTFKGIKSVTEFNGDTITNTMTLGDIVYKRVSKRI. The pKi is 4.9. (8) The compound is O=C(NCC(F)(F)F)C1OC(CO)C(O)C(O)C1O. The target protein (P11216) has sequence MAKPLTDSEKRKQISVRGLAGLGDVAEVRKSFNRHLHFTLVKDRNVATPRDYFFALAHTVRDHLVGRWIRTQQHYYERDPKRIYYLSLEFYMGRTLQNTMVNLGLQNACDEAIYQLGLDLEELEEIEEDAGLGNGGLGRLAACFLDSMATLGLAAYGYGIRYEFGIFNQKIVNGWQVEEADDWLRYGNPWEKARPEYMLPVHFYGRVEHTPDGVKWLDTQVVLAMPYDTPVPGYKNNTVNTMRLWSAKAPNDFKLQDFNVGDYIEAVLDRNLAENISRVLYPNDNFFEGKELRLKQEYFVVAATLQDIIRRFKSSKFGCRDPVRTCFETFPDKVAIQLNDTHPALSIPELMRILVDVEKVDWDKAWEITKKTCAYTNHTVLPEALERWPVSMFEKLLPRHLEIIYAINQRHLDHVAALFPGDVDRLRRMSVIEEGDCKRINMAHLCVIGSHAVNGVARIHSEIVKQSVFKDFYELEPEKFQNKTNGITPRRWLLLCNPGL.... The pKi is 2.1.